Dataset: Reaction yield outcomes from USPTO patents with 853,638 reactions. Task: Predict the reaction yield, written as a fraction of the theoretical maximum amount of product (1.0 means a 100% yield; for example, 0.34 means a 34% yield). (1) The reactants are [O:1]=[C:2]1[NH:19][C:5]2([C:13]3[C:8](=[CH:9][CH:10]=[CH:11][CH:12]=3)[N:7]([CH2:14][C:15]([OH:17])=O)[C:6]2=[O:18])[C:4](=[O:20])[NH:3]1.[NH2:21][C:22]1[CH:27]=[CH:26][CH:25]=[CH:24][CH:23]=1.C(N(CC)CC)C.C(O)(C(F)(F)F)=O. The catalyst is S(Cl)(Cl)=O. The product is [C:22]1([NH:21][C:15](=[O:17])[CH2:14][N:7]2[C:8]3[C:13](=[CH:12][CH:11]=[CH:10][CH:9]=3)[C:5]3([C:4](=[O:20])[NH:3][C:2](=[O:1])[NH:19]3)[C:6]2=[O:18])[CH:27]=[CH:26][CH:25]=[CH:24][CH:23]=1. The yield is 0.520. (2) The reactants are [Cl:1][CH2:2][CH2:3][CH2:4][NH:5][C:6]([C:8]1[CH:9]=[N:10][N:11]2[CH:16]=[CH:15][C:14]([NH:17][C@@H:18]([C:21]3[C:22]([O:28][CH3:29])=[N:23][CH:24]=[C:25]([F:27])[CH:26]=3)[CH2:19][OH:20])=[N:13][C:12]=12)=[O:7].C1N=CN([C:35](N2C=NC=C2)=[O:36])C=1. The catalyst is C(#N)C. The product is [Cl:1][CH2:2][CH2:3][CH2:4][NH:5][C:6]([C:8]1[CH:9]=[N:10][N:11]2[CH:16]=[CH:15][C:14]([N:17]3[C@@H:18]([C:21]4[C:22]([O:28][CH3:29])=[N:23][CH:24]=[C:25]([F:27])[CH:26]=4)[CH2:19][O:20][C:35]3=[O:36])=[N:13][C:12]=12)=[O:7]. The yield is 0.580. (3) The reactants are [C:1]([C:3]1[CH:8]=[CH:7][C:6]([CH:9]2[CH2:14][CH2:13][N:12]([C:15]([C:17]3[C:18]([CH3:30])=[CH:19][C:20]([CH:26]4[CH2:29][CH2:28][CH2:27]4)=[C:21]([CH:25]=3)[C:22](O)=[O:23])=[O:16])[CH2:11][CH2:10]2)=[CH:5][CH:4]=1)#[N:2].C(Cl)(=O)C([Cl:34])=O. The catalyst is ClCCl.CN(C)C=O. The product is [C:1]([C:3]1[CH:8]=[CH:7][C:6]([CH:9]2[CH2:14][CH2:13][N:12]([C:15]([C:17]3[C:18]([CH3:30])=[CH:19][C:20]([CH:26]4[CH2:29][CH2:28][CH2:27]4)=[C:21]([CH:25]=3)[C:22]([Cl:34])=[O:23])=[O:16])[CH2:11][CH2:10]2)=[CH:5][CH:4]=1)#[N:2]. The yield is 0.920. (4) The reactants are CN1[CH2:7][CH2:6][N:5]([C:8]2[N:13]=[CH:12][C:11]([C:14]3[N:18]4[CH:19]=[CH:20][CH:21]=[CH:22][C:17]4=[N:16][C:15]=3[CH:23]=O)=[CH:10][CH:9]=2)[CH2:4][CH2:3]1.[CH3:25][NH:26][C@@H:27]1[C:36]2[N:35]=[CH:34][CH:33]=[CH:32][C:31]=2[CH2:30][CH2:29][CH2:28]1.CN(CC1N=C2C=CC=CN2C=1C1C=CN=CC=1)[C@@H]1C2N=CC=CC=2CCC1. No catalyst specified. The product is [CH3:25][N:26]([CH2:23][C:15]1[N:16]=[C:17]2[CH:22]=[CH:21][CH:20]=[CH:19][N:18]2[C:14]=1[C:11]1[CH:12]=[N:13][C:8]([N:5]2[CH2:6][CH2:7][CH2:3][CH2:4]2)=[CH:9][CH:10]=1)[C@@H:27]1[C:36]2[N:35]=[CH:34][CH:33]=[CH:32][C:31]=2[CH2:30][CH2:29][CH2:28]1. The yield is 1.00. (5) The reactants are [Cl:1][C:2]1[C:3]([CH3:28])=[C:4]([C:21]2[CH:22]=[N:23][CH:24]=[C:25]([F:27])[CH:26]=2)[C:5]([O:19][CH3:20])=[C:6]([CH:8]([NH:11]C(=O)OC(C)(C)C)[CH2:9][CH3:10])[CH:7]=1. The catalyst is Cl.O1CCOCC1. The product is [Cl:1][C:2]1[C:3]([CH3:28])=[C:4]([C:21]2[CH:22]=[N:23][CH:24]=[C:25]([F:27])[CH:26]=2)[C:5]([O:19][CH3:20])=[C:6]([CH:8]([NH2:11])[CH2:9][CH3:10])[CH:7]=1. The yield is 1.00. (6) The reactants are [CH:1]1([C:7]2[CH:8]=[CH:9][C:10]([OH:15])=[C:11]([CH:14]=2)[CH:12]=[O:13])[CH2:6][CH2:5][CH2:4][CH2:3][CH2:2]1.[OH:16]C1C=CC(C(F)(F)F)=CC=1C=O. No catalyst specified. The product is [CH:1]1([C:7]2[CH:8]=[CH:9][C:10]([OH:15])=[C:11]([CH:14]=2)[C:12]([OH:16])=[O:13])[CH2:2][CH2:3][CH2:4][CH2:5][CH2:6]1. The yield is 1.00. (7) The reactants are C(O)(C(F)(F)F)=O.[CH:8]([C@H:11]1[N:16](C(OC(C)(C)C)=O)[CH2:15][CH2:14][N:13]2[C:24]3[CH:30]=[C:29]([S:31]([CH3:34])(=[O:33])=[O:32])[C:28]([C:35]([O:37][CH3:38])=[O:36])=[CH:27][C:25]=3[N:26]=[C:12]12)([CH3:10])[CH3:9]. The catalyst is C(Cl)Cl. The product is [CH:8]([C@H:11]1[NH:16][CH2:15][CH2:14][N:13]2[C:24]3[CH:30]=[C:29]([S:31]([CH3:34])(=[O:33])=[O:32])[C:28]([C:35]([O:37][CH3:38])=[O:36])=[CH:27][C:25]=3[N:26]=[C:12]12)([CH3:10])[CH3:9]. The yield is 0.964.